Dataset: Full USPTO retrosynthesis dataset with 1.9M reactions from patents (1976-2016). Task: Predict the reactants needed to synthesize the given product. (1) The reactants are: [CH:1]1([C:4]2[CH:5]=[C:6]([C:13]([O:15][CH2:16][CH3:17])=[O:14])[C:7]3[CH:12]=[N:11][NH:10][C:8]=3[N:9]=2)[CH2:3][CH2:2]1.CC(C)([O-])C.[K+].[NH2:24]OC(C1C=CC(OC)=CC=1)=O.COC1C=CC(C(ON)=O)=CC=1. Given the product [NH2:24][N:10]1[C:8]2[N:9]=[C:4]([CH:1]3[CH2:2][CH2:3]3)[CH:5]=[C:6]([C:13]([O:15][CH2:16][CH3:17])=[O:14])[C:7]=2[CH:12]=[N:11]1, predict the reactants needed to synthesize it. (2) Given the product [Cl:1][C:2]1[C:7]([C:8]2[S:9][CH:10]=[CH:11][C:12]=2[CH3:13])=[C:6]([NH:14][CH:15]([CH3:19])[CH:16]([CH3:18])[CH3:17])[N:5]2[N:20]=[CH:21][C:22]([C:23]3[O:24][CH:26]=[CH:27][N:25]=3)=[C:4]2[N:3]=1, predict the reactants needed to synthesize it. The reactants are: [Cl:1][C:2]1[C:7]([C:8]2[S:9][CH:10]=[CH:11][C:12]=2[CH3:13])=[C:6]([NH:14][CH:15]([CH3:19])[CH:16]([CH3:18])[CH3:17])[N:5]2[N:20]=[CH:21][C:22]([C:23]([NH2:25])=[O:24])=[C:4]2[N:3]=1.[CH2:26](OC(OCC)CCl)[CH3:27]. (3) The reactants are: [OH:1][CH:2]([CH3:19])[CH2:3][CH:4]([S:12]([C:15]([F:18])([F:17])[F:16])(=[O:14])=[O:13])[S:5]([C:8]([F:11])([F:10])[F:9])(=[O:7])=[O:6].C(Cl)(Cl)Cl.[C:24](O[C:24](=[O:28])[C:25]([CH3:27])=[CH2:26])(=[O:28])[C:25]([CH3:27])=[CH2:26].[Cl-].[C:36]1([S+:42]([C:49]2[CH:54]=[CH:53][CH:52]=[CH:51][CH:50]=2)[C:43]2[CH:48]=[CH:47][CH:46]=[CH:45][CH:44]=2)[CH:41]=[CH:40][CH:39]=[CH:38][CH:37]=1. Given the product [C:49]1([S+:42]([C:36]2[CH:37]=[CH:38][CH:39]=[CH:40][CH:41]=2)[C:43]2[CH:48]=[CH:47][CH:46]=[CH:45][CH:44]=2)[CH:50]=[CH:51][CH:52]=[CH:53][CH:54]=1.[C:24]([O:1][CH:2]([CH3:19])[CH2:3][CH:4]([S:5]([C:8]([F:9])([F:10])[F:11])(=[O:6])=[O:7])[S:12]([C:15]([F:17])([F:18])[F:16])(=[O:14])=[O:13])(=[O:28])[C:25]([CH3:27])=[CH2:26], predict the reactants needed to synthesize it. (4) Given the product [C:40]([CH:32]([N:17]([CH2:16][C:13]1[CH:14]=[CH:15][C:10]([C:7]2[O:6][C:5]([C:3]([OH:4])=[O:2])=[CH:9][CH:8]=2)=[CH:11][CH:12]=1)[S:18]([C:21]1[C:26]([CH3:27])=[CH:25][C:24]([O:28][CH3:29])=[C:23]([CH3:30])[C:22]=1[CH3:31])(=[O:20])=[O:19])[CH2:33][C:34]1[CH:39]=[CH:38][CH:37]=[CH:36][CH:35]=1)([OH:42])=[O:41], predict the reactants needed to synthesize it. The reactants are: C[O:2][C:3]([C:5]1[O:6][C:7]([C:10]2[CH:15]=[CH:14][C:13]([CH2:16][N:17]([CH:32]([C:40]([O:42]C)=[O:41])[CH2:33][C:34]3[CH:39]=[CH:38][CH:37]=[CH:36][CH:35]=3)[S:18]([C:21]3[C:26]([CH3:27])=[CH:25][C:24]([O:28][CH3:29])=[C:23]([CH3:30])[C:22]=3[CH3:31])(=[O:20])=[O:19])=[CH:12][CH:11]=2)=[CH:8][CH:9]=1)=[O:4].[Li+].[OH-].O. (5) The reactants are: [CH2:1]([CH:8]1N[CH:10]([CH2:12][C:13]2[CH:18]=CC=CC=2)[CH:9]1O)[C:2]1[CH:7]=[CH:6][CH:5]=[CH:4][CH:3]=1.[CH3:20][S:21](Cl)(=[O:23])=[O:22].C([N:27]([CH2:30][CH3:31])[CH2:28]C)C.C1C[O:35]CC1. Given the product [CH3:20][S:21]([O:23][CH:31]1[CH2:28][N:27]([CH:1]([C:2]2[CH:3]=[CH:4][CH:5]=[CH:6][CH:7]=2)[C:8]2[CH:9]=[CH:10][CH:12]=[CH:13][CH:18]=2)[CH2:30]1)(=[O:35])=[O:22], predict the reactants needed to synthesize it. (6) Given the product [F:26][C:27]1[N:32]2[CH:33]=[C:34]([CH:36]([NH:37][C:38]3[CH:43]=[CH:42][N:41]=[C:40]([O:44][CH3:45])[CH:39]=3)[C:8]([C:10]3[C:18]4[C:13](=[CH:14][CH:15]=[CH:16][CH:17]=4)[NH:12][CH:11]=3)=[O:9])[N:35]=[C:31]2[CH:30]=[CH:29][CH:28]=1, predict the reactants needed to synthesize it. The reactants are: C(N(CC)CC)C.[CH:8]([C:10]1[C:18]2[C:13](=[CH:14][CH:15]=[CH:16][CH:17]=2)[N:12](C(OC(C)(C)C)=O)[CH:11]=1)=[O:9].[F:26][C:27]1[N:32]2[CH:33]=[C:34]([CH:36]=[N:37][C:38]3[CH:43]=[CH:42][N:41]=[C:40]([O:44][CH3:45])[CH:39]=3)[N:35]=[C:31]2[CH:30]=[CH:29][CH:28]=1. (7) Given the product [C:19]1([C:18](=[N:31][C:2]2[N:7]=[N:6][CH:5]=[C:4]([C:8]3[CH:9]=[C:10]([CH:15]=[CH:16][CH:17]=3)[C:11]([O:13][CH3:14])=[O:12])[CH:3]=2)[C:25]2[CH:26]=[CH:27][CH:28]=[CH:29][CH:30]=2)[CH:24]=[CH:23][CH:22]=[CH:21][CH:20]=1, predict the reactants needed to synthesize it. The reactants are: Cl[C:2]1[N:7]=[N:6][CH:5]=[C:4]([C:8]2[CH:9]=[C:10]([CH:15]=[CH:16][CH:17]=2)[C:11]([O:13][CH3:14])=[O:12])[CH:3]=1.[C:18](=[NH:31])([C:25]1[CH:30]=[CH:29][CH:28]=[CH:27][CH:26]=1)[C:19]1[CH:24]=[CH:23][CH:22]=[CH:21][CH:20]=1.C(=O)([O-])[O-].[Cs+].[Cs+]. (8) Given the product [CH3:1][O:2][C:3]1[CH:8]=[CH:7][C:6]([CH2:9][CH2:10][C:11]2[CH:16]=[CH:15][CH:14]=[CH:13][C:12]=2[C:17]2[N:22]=[C:21]([N:23]3[C:27]([C:28]([F:31])([F:29])[F:30])=[C:26]([C:32]([O:34][CH2:35][CH3:36])=[O:33])[CH:25]=[N:24]3)[CH:20]=[CH:19][CH:18]=2)=[CH:5][CH:4]=1, predict the reactants needed to synthesize it. The reactants are: [CH3:1][O:2][C:3]1[CH:8]=[CH:7][C:6]([C:9]#[C:10][C:11]2[CH:16]=[CH:15][CH:14]=[CH:13][C:12]=2[C:17]2[N:22]=[C:21]([N:23]3[C:27]([C:28]([F:31])([F:30])[F:29])=[C:26]([C:32]([O:34][CH2:35][CH3:36])=[O:33])[CH:25]=[N:24]3)[CH:20]=[CH:19][CH:18]=2)=[CH:5][CH:4]=1.[H][H]. (9) Given the product [NH2:1][CH:4]([C:6]1[N:7]=[C:8]2[S:20][CH:19]=[C:18]([CH3:21])[N:9]2[C:10](=[O:17])[C:11]=1[C:12]1[S:13][CH:14]=[CH:15][N:16]=1)[CH3:5], predict the reactants needed to synthesize it. The reactants are: [N:1]([CH:4]([C:6]1[N:7]=[C:8]2[S:20][CH:19]=[C:18]([CH3:21])[N:9]2[C:10](=[O:17])[C:11]=1[C:12]1[S:13][CH:14]=[CH:15][N:16]=1)[CH3:5])=[N+]=[N-].CP(C)C.C(OCC)(=O)C. (10) The reactants are: [S:1]1[CH:5]=[CH:4][CH:3]=[C:2]1[CH2:6][NH:7][C:8]([C:10]12[CH2:19][CH:14]3[CH2:15][CH:16]([CH2:18][CH:12]([CH2:13]3)[CH2:11]1)[CH2:17]2)=[O:9].[H-].[Na+].Br[CH2:23][CH:24]1[CH2:29][CH2:28][CH2:27][CH2:26][CH2:25]1. Given the product [CH:24]1([CH2:23][N:7]([CH2:6][C:2]2[S:1][CH:5]=[CH:4][CH:3]=2)[C:8]([C:10]23[CH2:19][CH:14]4[CH2:15][CH:16]([CH2:18][CH:12]([CH2:13]4)[CH2:11]2)[CH2:17]3)=[O:9])[CH2:29][CH2:28][CH2:27][CH2:26][CH2:25]1, predict the reactants needed to synthesize it.